Dataset: Reaction yield outcomes from USPTO patents with 853,638 reactions. Task: Predict the reaction yield, written as a fraction of the theoretical maximum amount of product (1.0 means a 100% yield; for example, 0.34 means a 34% yield). (1) The reactants are [CH3:1][O:2][C:3]1[CH:4]=[CH:5][C:6]([CH2:9][OH:10])=[CH:7][CH:8]=1.C(=O)([O-])[O-].[Na+].[Na+].C1C(=O)N(Cl)C(=O)C1. The catalyst is [Br-].C([N+](C)(C)C)C1C=CC=CC=1.CC1(C)N([O])C(C)(C)CCC1.ClCCl. The product is [CH:9](=[O:10])[C:6]1[CH:5]=[CH:4][C:3]([O:2][CH3:1])=[CH:8][CH:7]=1. The yield is 0.820. (2) The reactants are [Br:1][C:2]1[CH:7]=[C:6]([F:8])[CH:5]=[C:4](Br)[C:3]=1[F:10].C(=[NH:24])(C1C=CC=CC=1)C1C=CC=CC=1.CC(C)([O-])C.[Na+].C1C=CC(P(C2C=CC3C(=CC=CC=3)C=2C2C3C(=CC=CC=3)C=CC=2P(C2C=CC=CC=2)C2C=CC=CC=2)C2C=CC=CC=2)=CC=1.Cl. The catalyst is CCOCC.C1COCC1.CCCCCCC.C1C=CC(/C=C/C(/C=C/C2C=CC=CC=2)=O)=CC=1.C1C=CC(/C=C/C(/C=C/C2C=CC=CC=2)=O)=CC=1.C1C=CC(/C=C/C(/C=C/C2C=CC=CC=2)=O)=CC=1.[Pd].[Pd].[Pd].CCOC(C)=O. The product is [Br:1][C:2]1[C:3]([F:10])=[C:4]([CH:5]=[C:6]([F:8])[CH:7]=1)[NH2:24]. The yield is 0.560. (3) The reactants are C[Si]([N-][Si](C)(C)C)(C)C.[Li+].[Cl:11][C:12]1[CH:13]=[C:14]([CH2:27][C:28]([O:30][CH3:31])=[O:29])[CH:15]=[CH:16][C:17]=1[B:18]1[O:22][C:21]([CH3:24])([CH3:23])[C:20]([CH3:26])([CH3:25])[O:19]1.I[CH2:33][CH3:34].[Cl-].[NH4+]. The catalyst is C1COCC1.[Ag].C(OCC)(=O)C. The product is [Cl:11][C:12]1[CH:13]=[C:14]([CH:27]([CH2:33][CH3:34])[C:28]([O:30][CH3:31])=[O:29])[CH:15]=[CH:16][C:17]=1[B:18]1[O:22][C:21]([CH3:23])([CH3:24])[C:20]([CH3:25])([CH3:26])[O:19]1. The yield is 0.629.